From a dataset of Forward reaction prediction with 1.9M reactions from USPTO patents (1976-2016). Predict the product of the given reaction. (1) Given the reactants C(OC([N:8]1[CH2:13][CH2:12][CH:11]([C:14]2[CH:19]=[CH:18][C:17]([NH2:20])=[CH:16][CH:15]=2)[CH2:10][CH2:9]1)=O)(C)(C)C.[CH2:21]([O:23][C:24]([C:26]1[C:27](=[O:48])[C:28]2[CH:33]=[N:32][C:31](S(C)(=O)=O)=[N:30][C:29]=2[N:38]([C:40]2[CH:45]=[CH:44][C:43]([CH2:46][CH3:47])=[CH:42][CH:41]=2)[CH:39]=1)=[O:25])[CH3:22], predict the reaction product. The product is: [CH2:21]([O:23][C:24]([C:26]1[C:27](=[O:48])[C:28]2[CH:33]=[N:32][C:31]([NH:20][C:17]3[CH:16]=[CH:15][C:14]([CH:11]4[CH2:10][CH2:9][NH:8][CH2:13][CH2:12]4)=[CH:19][CH:18]=3)=[N:30][C:29]=2[N:38]([C:40]2[CH:41]=[CH:42][C:43]([CH2:46][CH3:47])=[CH:44][CH:45]=2)[CH:39]=1)=[O:25])[CH3:22]. (2) Given the reactants [Li]CCCC.[Br:6][C:7]1[CH:12]=[CH:11][C:10](Br)=[CH:9][N:8]=1.[CH3:14][N:15]1[C:19](=O)[CH2:18][CH2:17][CH2:16]1.[NH4+].[Cl-].C(O[BH-](OC(=O)C)OC(=O)C)(=O)C.[Na+].[OH-].[Na+], predict the reaction product. The product is: [Br:6][C:7]1[CH:12]=[CH:11][C:10]([CH:16]2[CH2:17][CH2:18][CH2:19][N:15]2[CH3:14])=[CH:9][N:8]=1. (3) Given the reactants [NH:1]1[CH2:6][CH2:5][CH:4]([C:7]2[CH:15]=[CH:14][C:10]([C:11]([OH:13])=[O:12])=[CH:9][CH:8]=2)[CH2:3][CH2:2]1.[C:16](OC(=O)C)(=[O:18])[CH3:17], predict the reaction product. The product is: [C:16]([N:1]1[CH2:6][CH2:5][CH:4]([C:7]2[CH:15]=[CH:14][C:10]([C:11]([OH:13])=[O:12])=[CH:9][CH:8]=2)[CH2:3][CH2:2]1)(=[O:18])[CH3:17].